From a dataset of Retrosynthesis with 50K atom-mapped reactions and 10 reaction types from USPTO. Predict the reactants needed to synthesize the given product. (1) Given the product Cc1cc(-c2cnc(C(C)Nc3nccc(N4C(=O)OC[C@@H]4C(C)C)n3)nc2)ccc1F, predict the reactants needed to synthesize it. The reactants are: CC(C)[C@H]1COC(=O)N1c1ccnc(F)n1.Cc1cc(-c2cnc(C(C)N)nc2)ccc1F. (2) The reactants are: NC1c2ccccc2CCc2ccccc21.S=C=S. Given the product S=C=NC1c2ccccc2CCc2ccccc21, predict the reactants needed to synthesize it. (3) The reactants are: C=CCN1CC[C@]23c4c5ccc(O)c4O[C@H]2C(=O)CC[C@@]3(O)[C@H]1C5.CN. Given the product C=CCN1CC[C@]23c4c5ccc(O)c4O[C@@H]2C(NC)CC[C@@]3(O)[C@H]1C5, predict the reactants needed to synthesize it. (4) The reactants are: CC(C)(C)OC(=O)N1CCC[C@@H]1COc1ccc(I)cc1.Oc1ccc(-c2nccs2)cc1. Given the product CC(C)(C)OC(=O)N1CCC[C@@H]1COc1ccc(Oc2ccc(-c3nccs3)cc2)cc1, predict the reactants needed to synthesize it. (5) Given the product CN(C)CCC1CCN(CCOc2ccccc2)CC1, predict the reactants needed to synthesize it. The reactants are: CN(C)CC=C1CCN(CCOc2ccccc2)CC1. (6) Given the product COC(=O)c1ccc(N2CCc3cc(-c4ccc(Cl)cc4)sc3C2=O)cn1, predict the reactants needed to synthesize it. The reactants are: COC(=O)c1ccc(Br)cn1.O=C1NCCc2cc(-c3ccc(Cl)cc3)sc21.